This data is from Full USPTO retrosynthesis dataset with 1.9M reactions from patents (1976-2016). The task is: Predict the reactants needed to synthesize the given product. (1) Given the product [C:1]([O:4][C:5]1[CH:24]=[CH:23][C:8]([C:9]2[CH:10]([C:25]#[CH:26])[O:11][C:12]3[C:17]([CH:18]=2)=[CH:16][CH:15]=[C:14]([O:19][C:20](=[O:22])[CH3:21])[CH:13]=3)=[CH:7][CH:6]=1)(=[O:3])[CH3:2], predict the reactants needed to synthesize it. The reactants are: [C:1]([O:4][C:5]1[CH:24]=[CH:23][C:8]([C:9]2[CH2:10][O:11][C:12]3[C:17]([CH:18]=2)=[CH:16][CH:15]=[C:14]([O:19][C:20](=[O:22])[CH3:21])[CH:13]=3)=[CH:7][CH:6]=1)(=[O:3])[CH3:2].[CH:25]1C=CC([C+](C2C=CC=CC=2)C2C=CC=CC=2)=C[CH:26]=1.F[P-](F)(F)(F)(F)F.[Si](C#C)(C)(C)C. (2) Given the product [F:18][C:19]1[CH:20]=[C:21]([NH:22][C:5](=[O:7])[C:4]2[CH:8]=[CH:9][C:10]([O:11][CH3:12])=[C:2]([NH:1][C:13](=[O:16])[CH2:14][CH3:15])[CH:3]=2)[CH:23]=[CH:24][C:25]=1[NH2:26], predict the reactants needed to synthesize it. The reactants are: [NH2:1][C:2]1[CH:3]=[C:4]([CH:8]=[CH:9][C:10]=1[O:11][CH3:12])[C:5]([OH:7])=O.[C:13](Cl)(=[O:16])[CH2:14][CH3:15].[F:18][C:19]1[CH:20]=[C:21]([CH:23]=[CH:24][C:25]=1[NH2:26])[NH2:22]. (3) Given the product [CH:24]([CH:13]1[C:12](=[O:27])[N:11]([CH2:10][C:5]2[CH:6]=[CH:7][CH:8]=[CH:9][C:4]=2[C:3]([OH:28])=[O:2])[C:16]2[CH:17]=[CH:18][CH:19]=[C:20]([CH:21]([CH3:23])[CH3:22])[C:15]=2[O:14]1)([CH3:26])[CH3:25], predict the reactants needed to synthesize it. The reactants are: C[O:2][C:3](=[O:28])[C:4]1[CH:9]=[CH:8][CH:7]=[CH:6][C:5]=1[CH2:10][N:11]1[C:16]2[CH:17]=[CH:18][CH:19]=[C:20]([CH:21]([CH3:23])[CH3:22])[C:15]=2[O:14][CH:13]([CH:24]([CH3:26])[CH3:25])[C:12]1=[O:27].[OH-].[Na+]. (4) Given the product [CH3:9][O:8][N:6]([CH3:7])[C:4](=[O:5])[C:3]1[CH:10]=[CH:11][C:12]([C:14]([F:17])([F:16])[F:15])=[N:13][C:2]=1[C:23]#[C:22][Si:19]([CH3:21])([CH3:20])[CH3:18], predict the reactants needed to synthesize it. The reactants are: Cl[C:2]1[N:13]=[C:12]([C:14]([F:17])([F:16])[F:15])[CH:11]=[CH:10][C:3]=1[C:4]([N:6]([O:8][CH3:9])[CH3:7])=[O:5].[CH3:18][Si:19]([C:22]#[CH:23])([CH3:21])[CH3:20]. (5) The reactants are: [Cl:1][C:2]1[C:3]([C:9](=[N:24][O:25][CH2:26][C:27]([F:30])([F:29])[F:28])[CH2:10][NH:11][C:12](=[O:23])[C:13]2[CH:18]=[CH:17][CH:16]=[CH:15][C:14]=2[C:19]([F:22])([F:21])[F:20])=[N:4][CH:5]=[C:6]([Cl:8])[CH:7]=1. Given the product [Cl:1][C:2]1[C:3](/[C:9](=[N:24]\[O:25][CH2:26][C:27]([F:30])([F:28])[F:29])/[CH2:10][NH:11][C:12](=[O:23])[C:13]2[CH:18]=[CH:17][CH:16]=[CH:15][C:14]=2[C:19]([F:22])([F:21])[F:20])=[N:4][CH:5]=[C:6]([Cl:8])[CH:7]=1, predict the reactants needed to synthesize it. (6) Given the product [CH3:1][O:2][C:3]1[CH:4]=[C:5]2[C:10](=[CH:11][C:12]=1[O:13][CH3:14])[N:9]=[CH:8][CH:7]=[C:6]2[O:15][C:16]1[C:22]([CH3:23])=[CH:21][C:19]([NH:20][C:43](=[O:49])[O:44][CH2:45][C:58]2[CH:55]=[CH:54][C:53]([O:52][CH3:51])=[C:60]([O:61][CH3:62])[CH:59]=2)=[C:18]([CH3:24])[CH:17]=1, predict the reactants needed to synthesize it. The reactants are: [CH3:1][O:2][C:3]1[CH:4]=[C:5]2[C:10](=[CH:11][C:12]=1[O:13][CH3:14])[N:9]=[CH:8][CH:7]=[C:6]2[O:15][C:16]1[C:22]([CH3:23])=[CH:21][C:19]([NH2:20])=[C:18]([CH3:24])[CH:17]=1.C1(C)C=CC=CC=1.C(N(CC)CC)C.ClC(Cl)(O[C:43](=[O:49])[O:44][C:45](Cl)(Cl)Cl)Cl.[CH3:51][O:52][C:53]1[CH:54]=[C:55]([CH:58]=[CH:59][C:60]=1[O:61][CH3:62])CO.